The task is: Predict the reactants needed to synthesize the given product.. This data is from Full USPTO retrosynthesis dataset with 1.9M reactions from patents (1976-2016). (1) The reactants are: [CH2:1]([O:8][C:9](=[O:25])[C:10]1[CH:15]=[CH:14][CH:13]=[C:12]([O:16][C:17]2[CH:22]=[CH:21][C:20]([OH:23])=[C:19]([CH3:24])[CH:18]=2)[CH:11]=1)[C:2]1[CH:7]=[CH:6][CH:5]=[CH:4][CH:3]=1.[CH2:26]([O:28][C:29](=[O:32])[CH2:30]Br)[CH3:27].C(=O)([O-])[O-].[Cs+].[Cs+]. Given the product [CH2:1]([O:8][C:9](=[O:25])[C:10]1[CH:15]=[CH:14][CH:13]=[C:12]([O:16][C:17]2[CH:22]=[CH:21][C:20]([O:23][CH2:30][C:29]([O:28][CH2:26][CH3:27])=[O:32])=[C:19]([CH3:24])[CH:18]=2)[CH:11]=1)[C:2]1[CH:7]=[CH:6][CH:5]=[CH:4][CH:3]=1, predict the reactants needed to synthesize it. (2) Given the product [C:26]1([CH:25]([C:32]2[CH:37]=[CH:36][CH:35]=[CH:34][CH:33]=2)[C:24]([NH:23][CH2:22][CH2:21][CH2:20][N:15]2[CH2:16][CH2:17][CH:12]([C:9]3[CH:10]=[CH:11][C:6]([NH:5][C:3](=[O:4])[CH:2]([CH3:18])[CH3:1])=[CH:7][CH:8]=3)[CH2:13][CH2:14]2)=[O:38])[CH:27]=[CH:28][CH:29]=[CH:30][CH:31]=1, predict the reactants needed to synthesize it. The reactants are: [CH3:1][CH:2]([CH3:18])[C:3]([NH:5][C:6]1[CH:11]=[CH:10][C:9]([CH:12]2[CH2:17][CH2:16][NH:15][CH2:14][CH2:13]2)=[CH:8][CH:7]=1)=[O:4].Br[CH2:20][CH2:21][CH2:22][NH:23][C:24](=[O:38])[CH:25]([C:32]1[CH:37]=[CH:36][CH:35]=[CH:34][CH:33]=1)[C:26]1[CH:31]=[CH:30][CH:29]=[CH:28][CH:27]=1.C([O-])([O-])=O.[K+].[K+].N[C@H](C(O)=O)CC1C=C2C(C=CC=C2)=CC=1.